From a dataset of Forward reaction prediction with 1.9M reactions from USPTO patents (1976-2016). Predict the product of the given reaction. (1) Given the reactants [CH3:1][NH:2][CH2:3][CH2:4][CH:5]([O:12][C:13]1[CH:14]=[CH:15][C:16]([C:19]([F:22])([F:21])[F:20])=[CH:17][CH:18]=1)[C:6]1[CH:7]=[CH:8][CH:9]=[CH:10][CH:11]=1.[ClH:23].[C:24]([OH:31])(=[O:30])/[CH:25]=[CH:26]/[C:27]([OH:29])=[O:28].C(O)C, predict the reaction product. The product is: [CH3:1][NH:2][CH2:3][CH2:4][CH:5]([O:12][C:13]1[CH:18]=[CH:17][C:16]([C:19]([F:20])([F:22])[F:21])=[CH:15][CH:14]=1)[C:6]1[CH:7]=[CH:8][CH:9]=[CH:10][CH:11]=1.[ClH:23].[C:24]([OH:31])(=[O:30])[CH2:25][CH2:26][C:27]([OH:29])=[O:28].[ClH:23].[C:24]([OH:31])(=[O:30])/[CH:25]=[CH:26]/[C:27]([OH:29])=[O:28]. (2) Given the reactants C[O:2][C:3](=O)[NH:4][CH2:5][CH2:6][C:7]1[CH:12]=[CH:11][CH:10]=[C:9]([Cl:13])[CH:8]=1.N, predict the reaction product. The product is: [Cl:13][C:9]1[CH:8]=[C:7]2[C:12](=[CH:11][CH:10]=1)[C:3](=[O:2])[NH:4][CH2:5][CH2:6]2. (3) Given the reactants [CH2:1]([O:3][C:4]([C@H:6]1[CH2:15][C@@H:14]([NH:16][CH2:17][C:18]2[CH:23]=[C:22]([C:24]([F:27])([F:26])[F:25])[CH:21]=[C:20]([C:28]([F:31])([F:30])[F:29])[CH:19]=2)[C:13]2[C:8](=[CH:9][C:10]([O:34][CH3:35])=[C:11]([O:32][CH3:33])[CH:12]=2)[N:7]1[C:36]([O:38][CH:39]([CH2:41][CH3:42])[CH3:40])=[O:37])=[O:5])[CH3:2].N1C=CC=CC=1.Cl[C:50]([O:52][CH3:53])=[O:51], predict the reaction product. The product is: [CH2:1]([O:3][C:4]([C@H:6]1[CH2:15][C@@H:14]([N:16]([CH2:17][C:18]2[CH:19]=[C:20]([C:28]([F:31])([F:29])[F:30])[CH:21]=[C:22]([C:24]([F:25])([F:26])[F:27])[CH:23]=2)[C:50]([O:52][CH3:53])=[O:51])[C:13]2[C:8](=[CH:9][C:10]([O:34][CH3:35])=[C:11]([O:32][CH3:33])[CH:12]=2)[N:7]1[C:36]([O:38][CH:39]([CH2:41][CH3:42])[CH3:40])=[O:37])=[O:5])[CH3:2]. (4) Given the reactants [Cl:1][C:2]1[C:7]([C:8]#[N:9])=[CH:6][N:5]=[C:4]2[S:10][CH:11]=[CH:12][C:3]=12.C1C=C(Cl)C=C(C(OO)=[O:21])C=1, predict the reaction product. The product is: [Cl:1][C:2]1[C:7]([C:8]#[N:9])=[CH:6][N+:5]([O-:21])=[C:4]2[S:10][CH:11]=[CH:12][C:3]=12. (5) Given the reactants [C:1]([NH:4][C:5]1[CH:10]=[C:9]([Cl:11])[C:8]([C:12]2[CH:17]=[N:16][CH:15]=[CH:14][N:13]=2)=[CH:7][C:6]=1/[CH:18]=[CH:19]/[C:20]([OH:22])=O)(=[O:3])[CH3:2].[F:23][C:24]1[CH:39]=[CH:38][C:27]([CH2:28][N:29]2[CH2:36][CH:35]3[NH:37][CH:31]([CH2:32][O:33][CH2:34]3)[CH2:30]2)=[CH:26][CH:25]=1, predict the reaction product. The product is: [Cl:11][C:9]1[C:8]([C:12]2[CH:17]=[N:16][CH:15]=[CH:14][N:13]=2)=[CH:7][C:6](/[CH:18]=[CH:19]/[C:20]([N:37]2[CH:31]3[CH2:30][N:29]([CH2:28][C:27]4[CH:38]=[CH:39][C:24]([F:23])=[CH:25][CH:26]=4)[CH2:36][CH:35]2[CH2:34][O:33][CH2:32]3)=[O:22])=[C:5]([NH:4][C:1](=[O:3])[CH3:2])[CH:10]=1. (6) Given the reactants [CH:1]1[C:10]2[C:5](=[CH:6][CH:7]=[CH:8][CH:9]=2)[CH:4]=[CH:3][C:2]=1[C:11]1[N:12]2[CH2:20][CH2:19][N:18]=[C:13]2[S:14][C:15]=1[CH:16]=[O:17].[BH4-].[Na+].O, predict the reaction product. The product is: [CH:1]1[C:10]2[C:5](=[CH:6][CH:7]=[CH:8][CH:9]=2)[CH:4]=[CH:3][C:2]=1[C:11]1[N:12]2[CH2:20][CH2:19][N:18]=[C:13]2[S:14][C:15]=1[CH2:16][OH:17]. (7) Given the reactants [C:1]([C:4]([NH:7][C:8]([CH2:10][CH2:11][CH2:12][O:13][C:14]1[CH:19]=[CH:18][C:17]([CH2:20][C:21]2[C:22]([O:29][C@@H:30]3[O:56][C@H:55]([CH2:57][O:58][C:59](=[O:64])[C:60]([CH3:63])([CH3:62])[CH3:61])[C@@H:47]([O:48][C:49](=[O:54])[C:50]([CH3:53])([CH3:52])[CH3:51])[C@H:39]([O:40][C:41](=[O:46])[C:42]([CH3:45])([CH3:44])[CH3:43])[C@H:31]3[O:32][C:33](=[O:38])[C:34]([CH3:37])([CH3:36])[CH3:35])=[N:23][NH:24][C:25]=2[CH:26]([CH3:28])[CH3:27])=[C:16]([CH3:65])[CH:15]=1)=[O:9])([CH3:6])[CH3:5])(O)=[O:2].[OH:66][CH2:67][CH2:68][N:69]1[CH2:74][CH2:73][NH:72][CH2:71][CH2:70]1.ON1C2C=CC=CC=2N=N1.Cl.C(N=C=NCCCN(C)C)C, predict the reaction product. The product is: [OH:66][CH2:67][CH2:68][N:69]1[CH2:74][CH2:73][N:72]([C:1]([C:4]([NH:7][C:8]([CH2:10][CH2:11][CH2:12][O:13][C:14]2[CH:19]=[CH:18][C:17]([CH2:20][C:21]3[C:22]([O:29][C@@H:30]4[O:56][C@H:55]([CH2:57][O:58][C:59](=[O:64])[C:60]([CH3:63])([CH3:62])[CH3:61])[C@@H:47]([O:48][C:49](=[O:54])[C:50]([CH3:53])([CH3:52])[CH3:51])[C@H:39]([O:40][C:41](=[O:46])[C:42]([CH3:43])([CH3:44])[CH3:45])[C@H:31]4[O:32][C:33](=[O:38])[C:34]([CH3:35])([CH3:36])[CH3:37])=[N:23][NH:24][C:25]=3[CH:26]([CH3:27])[CH3:28])=[C:16]([CH3:65])[CH:15]=2)=[O:9])([CH3:5])[CH3:6])=[O:2])[CH2:71][CH2:70]1.